Dataset: Forward reaction prediction with 1.9M reactions from USPTO patents (1976-2016). Task: Predict the product of the given reaction. (1) Given the reactants [CH3:1][O:2][C:3]1[CH:8]=[CH:7][C:6]([NH2:9])=[CH:5][CH:4]=1.[N+:10]([C:13]1[CH:18]=[CH:17][C:16]([CH2:19][C:20](O)=[O:21])=[CH:15][CH:14]=1)([O-:12])=[O:11].Cl.CN(C)CCCN=C=NCC, predict the reaction product. The product is: [CH3:1][O:2][C:3]1[CH:8]=[CH:7][C:6]([NH:9][C:20](=[O:21])[CH2:19][C:16]2[CH:15]=[CH:14][C:13]([N+:10]([O-:12])=[O:11])=[CH:18][CH:17]=2)=[CH:5][CH:4]=1. (2) Given the reactants [N:1]([C@@H:4]([C@@H:26]([C:33]1[CH:38]=[CH:37][C:36]([Cl:39])=[CH:35][CH:34]=1)[CH:27]1[CH2:32][CH2:31][O:30][CH2:29][CH2:28]1)[C:5]([NH:7][C:8]1[CH:13]=[CH:12][CH:11]=[C:10]([F:14])[C:9]=1[CH2:15][CH2:16][CH:17]1[CH2:19][N@@:18]1[S:20]([CH:23]1[CH2:25][CH2:24]1)(=[O:22])=[O:21])=[O:6])=[N+:2]=[N-:3].[NH2:40][CH2:41][C@H:42]([OH:44])[CH3:43], predict the reaction product. The product is: [N:1]([C@@H:4]([C@@H:26]([C:33]1[CH:34]=[CH:35][C:36]([Cl:39])=[CH:37][CH:38]=1)[CH:27]1[CH2:32][CH2:31][O:30][CH2:29][CH2:28]1)[C:5]([NH:7][C:8]1[CH:13]=[CH:12][CH:11]=[C:10]([F:14])[C:9]=1[CH2:15][CH2:16][C@H:17]([NH:18][S:20]([CH:23]1[CH2:25][CH2:24]1)(=[O:21])=[O:22])[CH2:19][NH:40][CH2:41][C@H:42]([OH:44])[CH3:43])=[O:6])=[N+:2]=[N-:3]. (3) The product is: [O:1]=[C:2]1[N:6]([C:7]2[CH:8]=[CH:9][C:10]3[C:16]4[NH:31][N:32]=[C:18]([C:19]([F:20])([F:22])[F:21])[C:15]=4[CH2:14][CH2:13][CH2:12][C:11]=3[CH:24]=2)[CH2:5][C@H:4]([CH2:25][NH:26][C:27](=[O:29])[CH3:28])[O:3]1. Given the reactants [O:1]=[C:2]1[N:6]([C:7]2[CH:8]=[CH:9][C:10]3[C:16](=O)[CH:15]([C:18](=O)[C:19]([F:22])([F:21])[F:20])[CH2:14][CH2:13][CH2:12][C:11]=3[CH:24]=2)[CH2:5][C@H:4]([CH2:25][NH:26][C:27](=[O:29])[CH3:28])[O:3]1.O.[NH2:31][NH2:32], predict the reaction product.